This data is from NCI-60 drug combinations with 297,098 pairs across 59 cell lines. The task is: Regression. Given two drug SMILES strings and cell line genomic features, predict the synergy score measuring deviation from expected non-interaction effect. Drug 1: C1CCC(C(C1)N)N.C(=O)(C(=O)[O-])[O-].[Pt+4]. Drug 2: COCCOC1=C(C=C2C(=C1)C(=NC=N2)NC3=CC=CC(=C3)C#C)OCCOC.Cl. Cell line: HCT116. Synergy scores: CSS=51.5, Synergy_ZIP=-2.05, Synergy_Bliss=-2.06, Synergy_Loewe=-8.77, Synergy_HSA=-1.65.